This data is from NCI-60 drug combinations with 297,098 pairs across 59 cell lines. The task is: Regression. Given two drug SMILES strings and cell line genomic features, predict the synergy score measuring deviation from expected non-interaction effect. (1) Drug 1: CC1=C2C(C(=O)C3(C(CC4C(C3C(C(C2(C)C)(CC1OC(=O)C(C(C5=CC=CC=C5)NC(=O)OC(C)(C)C)O)O)OC(=O)C6=CC=CC=C6)(CO4)OC(=O)C)OC)C)OC. Drug 2: CC1=C2C(C(=O)C3(C(CC4C(C3C(C(C2(C)C)(CC1OC(=O)C(C(C5=CC=CC=C5)NC(=O)OC(C)(C)C)O)O)OC(=O)C6=CC=CC=C6)(CO4)OC(=O)C)O)C)O. Cell line: SNB-75. Synergy scores: CSS=38.1, Synergy_ZIP=-9.33, Synergy_Bliss=-1.89, Synergy_Loewe=-9.47, Synergy_HSA=-0.359. (2) Drug 1: C1CCC(CC1)NC(=O)N(CCCl)N=O. Cell line: SR. Synergy scores: CSS=60.3, Synergy_ZIP=5.55, Synergy_Bliss=5.63, Synergy_Loewe=0.424, Synergy_HSA=5.77. Drug 2: COCCOC1=C(C=C2C(=C1)C(=NC=N2)NC3=CC=CC(=C3)C#C)OCCOC.Cl. (3) Drug 1: CCC1(C2=C(COC1=O)C(=O)N3CC4=CC5=C(C=CC(=C5CN(C)C)O)N=C4C3=C2)O.Cl. Drug 2: COCCOC1=C(C=C2C(=C1)C(=NC=N2)NC3=CC=CC(=C3)C#C)OCCOC.Cl. Cell line: OVCAR-8. Synergy scores: CSS=34.9, Synergy_ZIP=2.07, Synergy_Bliss=2.28, Synergy_Loewe=-12.4, Synergy_HSA=4.46.